This data is from Forward reaction prediction with 1.9M reactions from USPTO patents (1976-2016). The task is: Predict the product of the given reaction. (1) Given the reactants C[O:2][C:3]([C:5]1[S:6][C:7]([C:13]2[CH:18]=[CH:17][C:16]([Cl:19])=[CH:15][CH:14]=2)=[CH:8][C:9]=1[CH2:10][CH2:11][OH:12])=O.O.C1(C)C=CC(S(O)(=O)=O)=CC=1, predict the reaction product. The product is: [Cl:19][C:16]1[CH:17]=[CH:18][C:13]([C:7]2[S:6][C:5]3[C:3](=[O:2])[O:12][CH2:11][CH2:10][C:9]=3[CH:8]=2)=[CH:14][CH:15]=1. (2) Given the reactants FC(F)(F)[C:3]([OH:5])=[O:4].C(OC([NH:15][C@@H:16]([CH2:51][CH2:52][CH2:53][CH2:54][NH:55]C(OC(C)(C)C)=O)[C:17]([O:19][CH2:20][C:21]1[CH:26]=[C:25]([F:27])[C:24]([F:28])=[CH:23][C:22]=1[C:29]1[CH:30]=[C:31]2[C:36](=[CH:37][CH:38]=1)[N:35]=[C:34]([NH2:39])[N:33]=[C:32]2[C:40]([N:42]1[CH2:50][C:49]2[C:44](=[CH:45][CH:46]=[CH:47][CH:48]=2)[CH2:43]1)=[O:41])=[O:18])=O)(C)(C)C.CCCCCCC, predict the reaction product. The product is: [CH:3]([OH:5])=[O:4].[NH2:15][C@@H:16]([CH2:51][CH2:52][CH2:53][CH2:54][NH2:55])[C:17]([O:19][CH2:20][C:21]1[CH:26]=[C:25]([F:27])[C:24]([F:28])=[CH:23][C:22]=1[C:29]1[CH:30]=[C:31]2[C:36](=[CH:37][CH:38]=1)[N:35]=[C:34]([NH2:39])[N:33]=[C:32]2[C:40]([N:42]1[CH2:50][C:49]2[C:44](=[CH:45][CH:46]=[CH:47][CH:48]=2)[CH2:43]1)=[O:41])=[O:18]. (3) Given the reactants [C:1]1([CH:7]([C:33]2[CH:38]=[CH:37][CH:36]=[CH:35][CH:34]=2)[C:8]2[CH:9]=[CH:10][C:11](=[O:32])[N:12]([CH2:14]/[CH:15]=[CH:16]/[C:17]3[CH:25]=[CH:24][CH:23]=[C:22]4[C:18]=3[CH:19]=[CH:20][N:21]4[CH2:26][C:27]([O:29]CC)=[O:28])[CH:13]=2)[CH:6]=[CH:5][CH:4]=[CH:3][CH:2]=1.[OH-].[Na+], predict the reaction product. The product is: [C:1]1([CH:7]([C:33]2[CH:38]=[CH:37][CH:36]=[CH:35][CH:34]=2)[C:8]2[CH:9]=[CH:10][C:11](=[O:32])[N:12]([CH2:14]/[CH:15]=[CH:16]/[C:17]3[CH:25]=[CH:24][CH:23]=[C:22]4[C:18]=3[CH:19]=[CH:20][N:21]4[CH2:26][C:27]([OH:29])=[O:28])[CH:13]=2)[CH:6]=[CH:5][CH:4]=[CH:3][CH:2]=1. (4) Given the reactants [CH2:1]([S:8][C:9]1[CH:17]=[C:16]([C:18]([OH:20])=O)[CH:15]=[C:14]2[C:10]=1[C:11]1[CH:24]=[C:23]([CH3:25])[CH:22]=[N:21][C:12]=1[NH:13]2)[C:2]1[CH:7]=[CH:6][CH:5]=[CH:4][CH:3]=1.C(S(C1C=C(C2C=C([C:46]([N:48]3[CH2:53]C[N:51](C)[CH2:50][CH2:49]3)=O)C=C3C=2C2C=C(C)C=NC=2N3)C=CC=1)(=O)=O)C, predict the reaction product. The product is: [CH2:1]([S:8][C:9]1[CH:17]=[C:16]([C:18]([NH:51][CH2:50][CH2:49][N:48]([CH3:53])[CH3:46])=[O:20])[CH:15]=[C:14]2[C:10]=1[C:11]1[CH:24]=[C:23]([CH3:25])[CH:22]=[N:21][C:12]=1[NH:13]2)[C:2]1[CH:3]=[CH:4][CH:5]=[CH:6][CH:7]=1. (5) Given the reactants [OH:1][C:2]1[CH:10]=[CH:9][CH:8]=[CH:7][C:3]=1[C:4]([OH:6])=[O:5].[CH2:11]1N2CN3CN(C2)CN1C3.Cl.[OH2:22], predict the reaction product. The product is: [CH:11]([C:8]1[CH:9]=[CH:10][C:2]([OH:1])=[C:3]([CH:7]=1)[C:4]([OH:6])=[O:5])=[O:22]. (6) Given the reactants [Br:1][C:2]1[CH:11]=[C:10]([C:12](=O)[C:13]2[CH:18]=[CH:17][C:16]([CH2:19][CH3:20])=[CH:15][CH:14]=2)[C:9]([Cl:22])=[CH:8][C:3]=1[C:4](OC)=[O:5].C([SiH](CC)CC)C.FC(F)(F)S(O)(=O)=O.C(OCC)(=O)C, predict the reaction product. The product is: [Br:1][C:2]1[CH:11]=[C:10]([CH2:12][C:13]2[CH:18]=[CH:17][C:16]([CH2:19][CH3:20])=[CH:15][CH:14]=2)[C:9]([Cl:22])=[CH:8][C:3]=1[CH2:4][OH:5].